This data is from Forward reaction prediction with 1.9M reactions from USPTO patents (1976-2016). The task is: Predict the product of the given reaction. (1) Given the reactants [C:1]([O:5][C:6]([NH:8][CH2:9][CH2:10][CH2:11][O:12][C:13]1[CH:14]=[C:15]([CH:18]=[CH:19][C:20]=1I)[C:16]#[N:17])=[O:7])([CH3:4])([CH3:3])[CH3:2].[C:22]([O:26][CH2:27][CH3:28])(=[O:25])[CH:23]=[CH2:24].C(N(CC)CC)C.C(OCC)(=O)C, predict the reaction product. The product is: [C:1]([O:5][C:6]([NH:8][CH2:9][CH2:10][CH2:11][O:12][C:13]1[CH:14]=[C:15]([C:16]#[N:17])[CH:18]=[CH:19][C:20]=1[CH:24]=[CH:23][C:22]([O:26][CH2:27][CH3:28])=[O:25])=[O:7])([CH3:4])([CH3:3])[CH3:2]. (2) Given the reactants [Si:1]([O:8][CH2:9][C:10]1[N:11]([CH3:26])[C:12]2[C:17]([CH:18]=1)=[CH:16][C:15]1[C:19](=O)[CH2:20][CH:21]([CH3:24])[CH2:22][CH2:23][C:14]=1[CH:13]=2)([C:4]([CH3:7])([CH3:6])[CH3:5])([CH3:3])[CH3:2].[CH3:27][O:28][C:29]1[CH:36]=[C:35]([O:37][CH3:38])[CH:34]=[CH:33][C:30]=1[CH2:31][NH2:32].CCN(CC)CC, predict the reaction product. The product is: [Si:1]([O:8][CH2:9][C:10]1[N:11]([CH3:26])[C:12]2[C:17]([CH:18]=1)=[CH:16][C:15]1[C:19](=[N:32][CH2:31][C:30]3[CH:33]=[CH:34][C:35]([O:37][CH3:38])=[CH:36][C:29]=3[O:28][CH3:27])[CH2:20][CH:21]([CH3:24])[CH2:22][CH2:23][C:14]=1[CH:13]=2)([C:4]([CH3:7])([CH3:5])[CH3:6])([CH3:3])[CH3:2].